This data is from Full USPTO retrosynthesis dataset with 1.9M reactions from patents (1976-2016). The task is: Predict the reactants needed to synthesize the given product. (1) Given the product [C:1]([O:5][C:6]([NH:8][C@:9]([CH3:17])([C:10]([N:28]1[CH2:29][CH2:30][CH2:31][C@H:27]1[C:26]([NH:25][CH2:24][C:23]1[CH:33]=[C:19]([Cl:18])[CH:20]=[CH:21][C:22]=1[N:34]1[CH:38]=[N:37][N:36]=[N:35]1)=[O:32])=[O:12])[CH2:13][CH:14]([CH3:16])[CH3:15])=[O:7])([CH3:2])([CH3:3])[CH3:4], predict the reactants needed to synthesize it. The reactants are: [C:1]([O:5][C:6]([NH:8][C:9]([CH3:17])([CH2:13][CH:14]([CH3:16])[CH3:15])[C:10]([OH:12])=O)=[O:7])([CH3:4])([CH3:3])[CH3:2].[Cl:18][C:19]1[CH:20]=[CH:21][C:22]([N:34]2[CH:38]=[N:37][N:36]=[N:35]2)=[C:23]([CH:33]=1)[CH2:24][NH:25][C:26](=[O:32])[C@@H:27]1[CH2:31][CH2:30][CH2:29][NH:28]1.C(Cl)CCl.C1C=NC2N(O)N=NC=2C=1.CCN(C(C)C)C(C)C. (2) The reactants are: I[C:2]1[CH:7]=[CH:6][CH:5]=[C:4](I)[CH:3]=1.[CH:9]1[C:21]2[NH:20][C:19]3[C:14](=[CH:15][CH:16]=[CH:17][CH:18]=3)[C:13]=2[CH:12]=[CH:11][CH:10]=1.C1O[CH2:38][CH2:37]OCCOCCOCCOCCOC1.C(=O)([O-])[O-].[K+].[K+]. Given the product [CH:2]1[C:3]2[N:20]([C:38]3[CH:37]=[CH:21][CH:9]=[C:10]([N:20]4[C:19]5[CH:18]=[CH:17][CH:16]=[CH:15][C:14]=5[C:13]5[C:21]4=[CH:9][CH:10]=[CH:11][CH:12]=5)[CH:11]=3)[C:19]3[C:18](=[CH:17][CH:16]=[CH:15][CH:14]=3)[C:4]=2[CH:5]=[CH:6][CH:7]=1, predict the reactants needed to synthesize it.